This data is from Forward reaction prediction with 1.9M reactions from USPTO patents (1976-2016). The task is: Predict the product of the given reaction. (1) Given the reactants [OH:1][CH2:2][C:3]1[N:8]=[C:7]([C:9]2[CH:14]=[CH:13][C:12]([C:15]([CH3:24])([CH3:23])[C:16]([NH:18][CH2:19][CH:20]([CH3:22])[CH3:21])=[O:17])=[CH:11][CH:10]=2)[CH:6]=[N:5][CH:4]=1.[OH-].[K+].[CH3:27]I, predict the reaction product. The product is: [CH2:19]([NH:18][C:16](=[O:17])[C:15]([C:12]1[CH:11]=[CH:10][C:9]([C:7]2[CH:6]=[N:5][CH:4]=[C:3]([CH2:2][O:1][CH3:27])[N:8]=2)=[CH:14][CH:13]=1)([CH3:23])[CH3:24])[CH:20]([CH3:21])[CH3:22]. (2) Given the reactants [NH:1]1[CH2:4][CH:3]([N:5]2[C:13]3[C:8](=[C:9]([Cl:14])[CH:10]=[CH:11][CH:12]=3)[C:7]([C:15]([NH:17][CH2:18][CH:19]3[CH2:24][CH2:23][C:22]([F:26])([F:25])[CH2:21][CH2:20]3)=[O:16])=[CH:6]2)[CH2:2]1.Br[CH:28]1[CH2:30][CH2:29]1.C(=O)([O-])[O-].[K+].[K+].[I-].[Na+], predict the reaction product. The product is: [Cl:14][C:9]1[CH:10]=[CH:11][CH:12]=[C:13]2[C:8]=1[C:7]([C:15]([NH:17][CH2:18][CH:19]1[CH2:24][CH2:23][C:22]([F:26])([F:25])[CH2:21][CH2:20]1)=[O:16])=[CH:6][N:5]2[CH:3]1[CH2:4][N:1]([CH:28]2[CH2:30][CH2:29]2)[CH2:2]1.